Predict the reactants needed to synthesize the given product. From a dataset of Full USPTO retrosynthesis dataset with 1.9M reactions from patents (1976-2016). Given the product [ClH:1].[CH3:21][C:9]1[C:8]2[N:7]([CH2:15][C:16]([O:18][CH2:19][CH3:20])=[O:17])[C:6]3[CH2:5][CH2:4][NH:3][CH2:2][C:14]=3[C:13]=2[CH:12]=[CH:11][CH:10]=1, predict the reactants needed to synthesize it. The reactants are: [ClH:1].[CH2:2]1[C:14]2[C:13]3[CH:12]=[CH:11][CH:10]=[CH:9][C:8]=3[N:7]([CH2:15][C:16]([O:18][CH2:19][CH3:20])=[O:17])[C:6]=2[CH2:5][CH2:4][NH:3]1.[C:21]1(NN)C=CC=CC=1.